This data is from Forward reaction prediction with 1.9M reactions from USPTO patents (1976-2016). The task is: Predict the product of the given reaction. The product is: [CH3:11][C@H:9]1[CH2:8][N:7]([C:12]([O:14][C:15]([CH3:18])([CH3:17])[CH3:16])=[O:13])[CH2:6][C:5]2[S:19][C:2]([CH3:23])=[C:3]([CH:20]([CH3:22])[CH3:21])[C:4]=2[O:10]1. Given the reactants Br[C:2]1[S:19][C:5]2[CH2:6][N:7]([C:12]([O:14][C:15]([CH3:18])([CH3:17])[CH3:16])=[O:13])[CH2:8][C@H:9]([CH3:11])[O:10][C:4]=2[C:3]=1[CH:20]([CH3:22])[CH3:21].[CH3:23]B(O)O.P([O-])([O-])([O-])=O.[K+].[K+].[K+].COCCOC, predict the reaction product.